From a dataset of Catalyst prediction with 721,799 reactions and 888 catalyst types from USPTO. Predict which catalyst facilitates the given reaction. (1) The catalyst class is: 140. Product: [Cl:1][C:2]1[CH:7]=[C:6]([CH:17]=[CH2:18])[N:5]=[C:4]2[N:9]([CH3:12])[N:10]=[CH:11][C:3]=12. Reactant: [Cl:1][C:2]1[CH:7]=[C:6](Cl)[N:5]=[C:4]2[N:9]([CH3:12])[N:10]=[CH:11][C:3]=12.[K].[F-].[Cs+].O1CCO[CH2:18][CH2:17]1. (2) Reactant: [S:1]([O:8]S(C(F)(F)F)(=O)=O)([C:4]([F:7])([F:6])[F:5])(=[O:3])=[O:2].O[C:17]1[C:18]([C:23]([O:25][CH3:26])=[O:24])=[N:19][CH:20]=[CH:21][CH:22]=1. Product: [F:5][C:4]([F:7])([F:6])[S:1]([O:8][C:17]1[C:18]([C:23]([O:25][CH3:26])=[O:24])=[N:19][CH:20]=[CH:21][CH:22]=1)(=[O:3])=[O:2]. The catalyst class is: 2. (3) Reactant: [OH2:1].[OH2:2].[Cr](O[Cr]([O-])(=O)=O)([O-])(=O)=O.[Na+].[Na+].[N+:14]([C:17]1[CH:22]=[C:21]([S:23]([F:28])([F:27])([F:26])([F:25])[F:24])[CH:20]=[C:19]([N+:29]([O-:31])=[O:30])[C:18]=1[CH3:32])([O-:16])=[O:15].S(=O)(=O)(O)O.C1(C)C=CC=CC=1. Product: [N+:29]([C:19]1[CH:20]=[C:21]([S:23]([F:28])([F:24])([F:25])([F:26])[F:27])[CH:22]=[C:17]([N+:14]([O-:16])=[O:15])[C:18]=1[C:32]([OH:2])=[O:1])([O-:31])=[O:30]. The catalyst class is: 27. (4) Reactant: Cl[C:2]1[S:3][C:4]2[CH:10]=[C:9]([C:11]#[N:12])[CH:8]=[CH:7][C:5]=2[N:6]=1.[CH:13]1([N:16]2[CH2:21][CH2:20][NH:19][CH2:18][CH2:17]2)[CH2:15][CH2:14]1.[Cl-].[NH4+]. Product: [CH:13]1([N:16]2[CH2:21][CH2:20][N:19]([C:2]3[S:3][C:4]4[CH:10]=[C:9]([C:11]#[N:12])[CH:8]=[CH:7][C:5]=4[N:6]=3)[CH2:18][CH2:17]2)[CH2:15][CH2:14]1. The catalyst class is: 51. (5) Reactant: Br[C:2]1[CH:7]=[CH:6][CH:5]=[C:4]([O:8][CH3:9])[CH:3]=1.C([Li])CCC.[CH3:15][O:16][C:17]1[CH:18]=[C:19]([CH:22]=[C:23]([O:25][CH3:26])[CH:24]=1)[CH:20]=[O:21].CC(O)C. Product: [CH3:26][O:25][C:23]1[CH:22]=[C:19]([CH:20]([C:2]2[CH:7]=[CH:6][CH:5]=[C:4]([O:8][CH3:9])[CH:3]=2)[OH:21])[CH:18]=[C:17]([O:16][CH3:15])[CH:24]=1. The catalyst class is: 20. (6) Reactant: F[C:2]1[CH:11]=[CH:10][C:5]([C:6]([NH:8][CH3:9])=[O:7])=[CH:4][C:3]=1[N+:12]([O-:14])=[O:13].C(N(CC)C(C)C)(C)C.[CH3:24][O:25][CH2:26][CH2:27][NH2:28]. Product: [CH3:9][NH:8][C:6](=[O:7])[C:5]1[CH:10]=[CH:11][C:2]([NH:28][CH2:27][CH2:26][O:25][CH3:24])=[C:3]([N+:12]([O-:14])=[O:13])[CH:4]=1. The catalyst class is: 8. (7) Reactant: CN1C=C([N:7]2[CH:12]=[CH:11][C:10](=[O:13])[C:9]([C:14]([O:16]C(C)(C)C)=[O:15])=[N:8]2)C=N1.C(O)(C(F)(F)F)=O. Product: [O:13]=[C:10]1[CH:11]=[CH:12][NH:7][N:8]=[C:9]1[C:14]([OH:16])=[O:15]. The catalyst class is: 2.